This data is from Full USPTO retrosynthesis dataset with 1.9M reactions from patents (1976-2016). The task is: Predict the reactants needed to synthesize the given product. (1) The reactants are: [NH2:1][C@@H:2]1[C:8](=[O:9])[N:7]([CH3:10])[C:6]2[CH:11]=[CH:12][CH:13]=[CH:14][C:5]=2[C:4]2[CH:15]=[CH:16][CH:17]=[CH:18][C:3]1=2.[F:19][C:20]([CH3:36])([C:24]([NH:26][CH2:27][CH2:28][C:29]([F:35])([F:34])[C:30]([F:33])([F:32])[F:31])=[O:25])[C:21](O)=[O:22]. Given the product [F:19][C:20]([CH3:36])([C:24]([NH:26][CH2:27][CH2:28][C:29]([F:34])([F:35])[C:30]([F:33])([F:32])[F:31])=[O:25])[C:21]([NH:1][C@@H:2]1[C:8](=[O:9])[N:7]([CH3:10])[C:6]2[CH:11]=[CH:12][CH:13]=[CH:14][C:5]=2[C:4]2[CH:15]=[CH:16][CH:17]=[CH:18][C:3]1=2)=[O:22], predict the reactants needed to synthesize it. (2) Given the product [CH3:106][N:55]([CH3:54])[CH2:56][C:57]([N:59]1[C:67]2[C:62](=[CH:63][C:64]([O:104][CH3:105])=[C:65]([NH:68][C:69]3[NH:74][C:73]4=[N:75][CH:76]=[CH:77][C:72]4=[C:71]([NH:88][C:89]4[CH:101]=[C:100]([F:102])[CH:99]=[C:98]([F:103])[C:90]=4[C:91]([NH:93][CH2:94][CH:95]([CH3:97])[CH3:96])=[O:92])[N:70]=3)[CH:66]=2)[CH2:61][CH2:60]1)=[O:58], predict the reactants needed to synthesize it. The reactants are: CN(C)CC(N1C2C(=CC(OC)=C(NC3N4C(=NC5C(C4=O)=C(F)C=C(F)C=5)C4C=CN(S(C5C=CC(C)=CC=5)(=O)=O)C=4N=3)C=2)CC1)=O.CC(N)CC.[CH3:54][N:55]([CH3:106])[CH2:56][C:57]([N:59]1[C:67]2[C:62](=[CH:63][C:64]([O:104][CH3:105])=[C:65]([NH:68][C:69]3[N:70]=[C:71]([NH:88][C:89]4[CH:101]=[C:100]([F:102])[CH:99]=[C:98]([F:103])[C:90]=4[C:91]([NH:93][CH2:94][CH:95]([CH3:97])[CH3:96])=[O:92])[C:72]4[CH:77]=[CH:76][N:75](S(C5C=CC(C)=CC=5)(=O)=O)[C:73]=4[N:74]=3)[CH:66]=2)[CH2:61][CH2:60]1)=[O:58].[OH-].[Na+]. (3) Given the product [F:19][C:2]([F:1])([C:7]1[C:11]([C:12]([F:15])([F:14])[F:13])=[C:10]([C:16]([O:18][CH3:24])=[O:17])[NH:9][N:8]=1)[C:3]([F:6])([F:5])[F:4], predict the reactants needed to synthesize it. The reactants are: [F:1][C:2]([F:19])([C:7]1[C:11]([C:12]([F:15])([F:14])[F:13])=[C:10]([C:16]([OH:18])=[O:17])[NH:9][N:8]=1)[C:3]([F:6])([F:5])[F:4].S(Cl)(Cl)=O.[CH3:24]O.